From a dataset of Catalyst prediction with 721,799 reactions and 888 catalyst types from USPTO. Predict which catalyst facilitates the given reaction. Reactant: [Li+].CC([N-]C(C)C)C.[CH2:9]([N:16]1[CH2:20][CH2:19][CH2:18][C:17]1=[O:21])[C:10]1[CH:15]=[CH:14][CH:13]=[CH:12][CH:11]=1.C([O:24][C:25]([C:27]1[O:28][C:29]([S:32]([CH3:35])(=[O:34])=[O:33])=[CH:30][CH:31]=1)=O)C. Product: [CH2:9]([N:16]1[CH2:20][CH2:19][C:18](=[C:25]([OH:24])[C:27]2[O:28][C:29]([S:32]([CH3:35])(=[O:34])=[O:33])=[CH:30][CH:31]=2)[C:17]1=[O:21])[C:10]1[CH:15]=[CH:14][CH:13]=[CH:12][CH:11]=1. The catalyst class is: 49.